Task: Regression. Given a peptide amino acid sequence and an MHC pseudo amino acid sequence, predict their binding affinity value. This is MHC class I binding data.. Dataset: Peptide-MHC class I binding affinity with 185,985 pairs from IEDB/IMGT (1) The peptide sequence is KLQDLTLRC. The binding affinity (normalized) is 0.0847. The MHC is HLA-A24:03 with pseudo-sequence HLA-A24:03. (2) The peptide sequence is RTDAWSYPV. The MHC is SLA-10401 with pseudo-sequence SLA-10401. The binding affinity (normalized) is 0.630.